From a dataset of Forward reaction prediction with 1.9M reactions from USPTO patents (1976-2016). Predict the product of the given reaction. (1) Given the reactants FC(F)(F)C(O)=O.[F:8][C:9]1[CH:38]=[CH:37][C:12]([NH:13][C:14]2[CH:26]=[C:25]([CH2:27][CH2:28][C:29]3[CH:34]=[CH:33][CH:32]=[CH:31][C:30]=3[O:35][CH3:36])[CH:24]=[CH:23][C:15]=2[C:16]([O:18]C(C)(C)C)=[O:17])=[CH:11][CH:10]=1, predict the reaction product. The product is: [F:8][C:9]1[CH:10]=[CH:11][C:12]([NH:13][C:14]2[CH:26]=[C:25]([CH2:27][CH2:28][C:29]3[CH:34]=[CH:33][CH:32]=[CH:31][C:30]=3[O:35][CH3:36])[CH:24]=[CH:23][C:15]=2[C:16]([OH:18])=[O:17])=[CH:37][CH:38]=1. (2) Given the reactants N[C:2]1[N:6]([CH3:7])[N:5]=[CH:4][C:3]=1[C:8]#[N:9].[ClH:10].N([O-])=O.[Na+].NC(N)=O.[OH-].[Na+], predict the reaction product. The product is: [Cl:10][C:2]1[N:6]([CH3:7])[N:5]=[CH:4][C:3]=1[C:8]#[N:9]. (3) Given the reactants [C:1]([C:3](=[CH:7][C:8]1[CH:13]=[CH:12][CH:11]=[CH:10][C:9]=1[N+:14]([O-])=O)[C:4]([NH2:6])=[O:5])#[N:2], predict the reaction product. The product is: [NH2:2][C:1]1[C:3]([C:4]([NH2:6])=[O:5])=[CH:7][C:8]2[C:9](=[CH:10][CH:11]=[CH:12][CH:13]=2)[N:14]=1. (4) Given the reactants [OH:1][C@@H:2]1[C@H:6]([OH:7])[C@@H:5]([CH2:8][OH:9])[O:4][C@H:3]1[N:10]1[CH:18]=[N:17][C:16]2[C:11]1=[N:12][C:13]([C:34](OC)=[O:35])=[N:14][C:15]=2[NH:19][CH2:20][CH:21]([C:28]1[CH:33]=[CH:32][CH:31]=[CH:30][CH:29]=1)[C:22]1[CH:27]=[CH:26][CH:25]=[CH:24][CH:23]=1.[CH:38]([CH:41]1[CH2:46][CH2:45][N:44]([CH2:47][CH2:48][NH2:49])[CH2:43][CH2:42]1)([CH3:40])[CH3:39], predict the reaction product. The product is: [OH:1][C@@H:2]1[C@H:6]([OH:7])[C@@H:5]([CH2:8][OH:9])[O:4][C@H:3]1[N:10]1[CH:18]=[N:17][C:16]2[C:11]1=[N:12][C:13]([C:34]([NH:49][CH2:48][CH2:47][N:44]1[CH2:45][CH2:46][CH:41]([CH:38]([CH3:40])[CH3:39])[CH2:42][CH2:43]1)=[O:35])=[N:14][C:15]=2[NH:19][CH2:20][CH:21]([C:28]1[CH:33]=[CH:32][CH:31]=[CH:30][CH:29]=1)[C:22]1[CH:27]=[CH:26][CH:25]=[CH:24][CH:23]=1. (5) Given the reactants CN(C(ON1N=N[C:11]2[CH:12]=[CH:13]C=N[C:10]1=2)=[N+](C)C)C.F[P-](F)(F)(F)(F)F.[NH2:25][C@H:26]([C:39](=[O:63])[NH:40][C@@H:41]([CH2:52]C1C2C(=CC=CC=2)N(C)C=1)[C:42](=[O:51])[NH:43][CH2:44][CH2:45][CH2:46][CH2:47][C:48]([OH:50])=O)[CH2:27][CH2:28][CH2:29][CH2:30][NH:31][C:32](=[O:38])[O:33][C:34]([CH3:37])([CH3:36])[CH3:35].C[CH2:65][N:66]([CH2:69][CH3:70])[CH2:67][CH3:68], predict the reaction product. The product is: [CH3:65][N:66]1[C:69]2[C:70](=[CH:10][CH:11]=[CH:12][CH:13]=2)[C:68]([CH2:52][C@H:41]2[C:42](=[O:51])[NH:43][CH2:44][CH2:45][CH2:46][CH2:47][C:48](=[O:50])[NH:25][C@@H:26]([CH2:27][CH2:28][CH2:29][CH2:30][NH:31][C:32](=[O:38])[O:33][C:34]([CH3:35])([CH3:36])[CH3:37])[C:39](=[O:63])[NH:40]2)=[CH:67]1.